Dataset: Catalyst prediction with 721,799 reactions and 888 catalyst types from USPTO. Task: Predict which catalyst facilitates the given reaction. (1) Reactant: [C:1]([NH:4][C:5]1[CH:6]=[CH:7][C:8]([NH:19][CH2:20][CH:21]2[CH2:26][CH2:25][O:24][CH2:23][CH2:22]2)=[C:9]([NH:11][C:12](=O)[C:13]([CH3:17])([CH3:16])[CH2:14][CH3:15])[CH:10]=1)(=[O:3])[CH3:2]. Product: [CH3:16][C:13]([C:12]1[N:19]([CH2:20][CH:21]2[CH2:26][CH2:25][O:24][CH2:23][CH2:22]2)[C:8]2[CH:7]=[CH:6][C:5]([NH:4][C:1](=[O:3])[CH3:2])=[CH:10][C:9]=2[N:11]=1)([CH3:17])[CH2:14][CH3:15]. The catalyst class is: 52. (2) Reactant: [C:1]([C:3]1[CH:4]=[C:5]([CH:9]=[CH:10][CH:11]=1)[C:6](Cl)=[O:7])#[CH:2].[C:12]1([NH:18][C:19]2[CH:24]=[CH:23][CH:22]=[CH:21][CH:20]=2)[CH:17]=[CH:16][CH:15]=[CH:14][CH:13]=1. Product: [C:1]([C:3]1[CH:4]=[C:5]([CH:9]=[CH:10][CH:11]=1)[C:6]([N:18]([C:19]1[CH:20]=[CH:21][CH:22]=[CH:23][CH:24]=1)[C:12]1[CH:17]=[CH:16][CH:15]=[CH:14][CH:13]=1)=[O:7])#[CH:2]. The catalyst class is: 4. (3) Reactant: [CH:1]([O:4][C:5]1[CH:10]=[CH:9][C:8]([C:11]2[CH:16]=[CH:15][C:14]([C:17]3[S:21][C:20]([C@H:22]4[CH2:27][CH2:26][C@H:25]([C:28](N(OC)C)=[O:29])[CH2:24][CH2:23]4)=[N:19][N:18]=3)=[CH:13][CH:12]=2)=[CH:7][CH:6]=1)([CH3:3])[CH3:2].[H-].C([Al+]CC(C)C)C(C)C.C1(C)C=CC=CC=1.O.Cl. Product: [CH:1]([O:4][C:5]1[CH:10]=[CH:9][C:8]([C:11]2[CH:16]=[CH:15][C:14]([C:17]3[S:21][C:20]([C@H:22]4[CH2:27][CH2:26][C@H:25]([CH:28]=[O:29])[CH2:24][CH2:23]4)=[N:19][N:18]=3)=[CH:13][CH:12]=2)=[CH:7][CH:6]=1)([CH3:3])[CH3:2]. The catalyst class is: 247.